From a dataset of Forward reaction prediction with 1.9M reactions from USPTO patents (1976-2016). Predict the product of the given reaction. (1) Given the reactants Cl[C:2]1[CH:29]=[C:28]([C:30]([F:33])([F:32])[F:31])[C:5]([C:6]([NH:8][CH2:9][C@@H:10]([OH:27])[CH2:11][N:12]2[CH2:17][CH2:16][CH:15]([O:18][C:19]3[CH:24]=[CH:23][C:22]([Cl:25])=[C:21]([Cl:26])[CH:20]=3)[CH2:14][CH2:13]2)=[O:7])=[CH:4][N:3]=1.[CH3:34][S:35]([NH2:38])(=[O:37])=[O:36].C(=O)([O-])[O-].[K+].[K+], predict the reaction product. The product is: [Cl:26][C:21]1[CH:20]=[C:19]([CH:24]=[CH:23][C:22]=1[Cl:25])[O:18][CH:15]1[CH2:16][CH2:17][N:12]([CH2:11][C@H:10]([OH:27])[CH2:9][NH:8][C:6](=[O:7])[C:5]2[C:28]([C:30]([F:32])([F:31])[F:33])=[CH:29][C:2]([NH:38][S:35]([CH3:34])(=[O:37])=[O:36])=[N:3][CH:4]=2)[CH2:13][CH2:14]1. (2) Given the reactants Br[C:2]1[CH:7]=[CH:6][C:5]([N+:8]([O-])=O)=[CH:4][C:3]=1[C:11]([F:14])([F:13])[F:12].[NH:15]1[CH2:20][CH2:19][O:18][CH2:17][CH2:16]1, predict the reaction product. The product is: [N:15]1([C:2]2[CH:7]=[CH:6][C:5]([NH2:8])=[CH:4][C:3]=2[C:11]([F:14])([F:13])[F:12])[CH2:20][CH2:19][O:18][CH2:17][CH2:16]1. (3) Given the reactants C(OC(=O)[NH:7][S:8]([O:11][CH2:12][C@@H:13]1[CH2:17][C@@H:16]([N:18]2[C:22]3[N:23]=[CH:24][N:25]=[C:26]([NH:27][C@H:28]4[C:36]5[C:31](=[CH:32][CH:33]=[CH:34][CH:35]=5)[CH2:30][CH2:29]4)[C:21]=3[CH:20]=[CH:19]2)[CH2:15][C@@H:14]1[OH:37])(=[O:10])=[O:9])(C)(C)C.FC(F)(F)C(O)=O, predict the reaction product. The product is: [S:8](=[O:10])(=[O:9])([O:11][CH2:12][C@@H:13]1[CH2:17][C@@H:16]([N:18]2[C:22]3[N:23]=[CH:24][N:25]=[C:26]([NH:27][C@H:28]4[C:36]5[C:31](=[CH:32][CH:33]=[CH:34][CH:35]=5)[CH2:30][CH2:29]4)[C:21]=3[CH:20]=[CH:19]2)[CH2:15][C@@H:14]1[OH:37])[NH2:7]. (4) Given the reactants [Br:1][C:2]1[C:7]2[CH2:8][CH2:9][C:10](=[O:13])[CH2:11][CH2:12][C:6]=2[C:5]([O:14][CH3:15])=[CH:4][CH:3]=1.S(=O)(=O)(O)O.[N+:21]([O-])([O-:23])=[O:22].[K+].[Br-], predict the reaction product. The product is: [Br:1][C:2]1[C:7]2[CH2:8][CH2:9][C:10](=[O:13])[CH2:11][CH2:12][C:6]=2[C:5]([O:14][CH3:15])=[C:4]([N+:21]([O-:23])=[O:22])[CH:3]=1.